Task: Predict the product of the given reaction.. Dataset: Forward reaction prediction with 1.9M reactions from USPTO patents (1976-2016) (1) Given the reactants [F:1][C:2]1[CH:7]=[CH:6][C:5]([N:8]2[C:16]3[C:11](=[CH:12][C:13]([CH:17]([C:25]4[CH:30]=[CH:29][CH:28]=[CH:27][CH:26]=4)[CH:18]([CH2:23][CH3:24])[C:19]([O:21]C)=[O:20])=[CH:14][CH:15]=3)[CH:10]=[N:9]2)=[CH:4][CH:3]=1.Cl, predict the reaction product. The product is: [F:1][C:2]1[CH:3]=[CH:4][C:5]([N:8]2[C:16]3[C:11](=[CH:12][C:13]([CH:17]([C:25]4[CH:26]=[CH:27][CH:28]=[CH:29][CH:30]=4)[CH:18]([CH2:23][CH3:24])[C:19]([OH:21])=[O:20])=[CH:14][CH:15]=3)[CH:10]=[N:9]2)=[CH:6][CH:7]=1. (2) The product is: [CH:24]([C:27]1[CH:28]=[CH:29][C:30]([O:36][CH3:37])=[C:31]([C:7]2[CH:8]=[C:3]([O:2][CH3:1])[C:4]([C:20]([F:23])([F:22])[F:21])=[CH:5][C:6]=2[N+:17]([O-:19])=[O:18])[CH:32]=1)([CH3:26])[CH3:25]. Given the reactants [CH3:1][O:2][C:3]1[C:4]([C:20]([F:23])([F:22])[F:21])=[CH:5][C:6]([N+:17]([O-:19])=[O:18])=[C:7](OS(C(F)(F)F)(=O)=O)[CH:8]=1.[CH:24]([C:27]1[CH:28]=[CH:29][C:30]([O:36][CH3:37])=[C:31](B(O)O)[CH:32]=1)([CH3:26])[CH3:25].C(=O)([O-])[O-].[Cs+].[Cs+].C(OCC)(=O)C, predict the reaction product. (3) Given the reactants Br[C:2]1[CH:3]=[C:4]2[C:8](=[C:9]([C:11]([NH2:13])=[O:12])[CH:10]=1)[NH:7][CH:6]=[C:5]2[CH:14]1[CH2:19][CH2:18][N:17]([S:20]([CH2:23][CH3:24])(=[O:22])=[O:21])[CH2:16][CH2:15]1.[F:25][C:26]1[CH:31]=[CH:30][CH:29]=[CH:28][C:27]=1[SH:32].C(O)CO.C(=O)([O-])[O-].[K+].[K+], predict the reaction product. The product is: [CH2:23]([S:20]([N:17]1[CH2:18][CH2:19][CH:14]([C:5]2[C:4]3[C:8](=[C:9]([C:11]([NH2:13])=[O:12])[CH:10]=[C:2]([S:32][C:27]4[CH:28]=[CH:29][CH:30]=[CH:31][C:26]=4[F:25])[CH:3]=3)[NH:7][CH:6]=2)[CH2:15][CH2:16]1)(=[O:22])=[O:21])[CH3:24]. (4) The product is: [C:1]([N:5]=[C:6]([Cr:15][C:6]([N:7]=[CH:8][C:9]([CH3:12])([CH3:11])[CH3:10])=[N:5][C:1]([CH3:2])([CH3:3])[CH3:4])[N:7]=[CH:8][C:9]([CH3:12])([CH3:11])[CH3:10])([CH3:4])([CH3:3])[CH3:2]. Given the reactants [C:1]([N:5]=[CH:6][N:7]=[CH:8][C:9]([CH3:12])([CH3:11])[CH3:10])([CH3:4])([CH3:3])[CH3:2].[Li].[Cl-].[Cr+2:15].[Cl-], predict the reaction product. (5) Given the reactants [Br:1][CH2:2][C:3]1[CH:4]=[C:5]([CH:10]=[CH:11][CH:12]=1)[C:6]([O:8][CH3:9])=[O:7].[C:13]1([P:19]([C:26]2[CH:31]=[CH:30][CH:29]=[CH:28][CH:27]=2)[C:20]2[CH:25]=[CH:24][CH:23]=[CH:22][CH:21]=2)[CH:18]=[CH:17][CH:16]=[CH:15][CH:14]=1, predict the reaction product. The product is: [Br-:1].[CH3:9][O:8][C:6]([C:5]1[CH:4]=[C:3]([CH:12]=[CH:11][CH:10]=1)[CH2:2][P+:19]([C:20]1[CH:21]=[CH:22][CH:23]=[CH:24][CH:25]=1)([C:26]1[CH:31]=[CH:30][CH:29]=[CH:28][CH:27]=1)[C:13]1[CH:14]=[CH:15][CH:16]=[CH:17][CH:18]=1)=[O:7]. (6) Given the reactants Cl.[NH2:2][CH2:3][C:4]1[CH:5]=[CH:6][C:7]([C:10]([O:12][CH3:13])=[O:11])=[N:8][CH:9]=1.[F:14][C:15]1[CH:20]=[CH:19][C:18]([S:21](Cl)(=[O:23])=[O:22])=[CH:17][CH:16]=1.C(N(CC)CC)C, predict the reaction product. The product is: [F:14][C:15]1[CH:20]=[CH:19][C:18]([S:21]([NH:2][CH2:3][C:4]2[CH:5]=[CH:6][C:7]([C:10]([O:12][CH3:13])=[O:11])=[N:8][CH:9]=2)(=[O:23])=[O:22])=[CH:17][CH:16]=1. (7) Given the reactants [CH:1]1([CH:7]([OH:16])[C:8]2[CH:15]=[CH:14][C:11]([C:12]#[N:13])=[CH:10][CH:9]=2)[CH2:6][CH2:5][CH2:4][CH2:3][CH2:2]1.C(N(CC)CC)C.[CH3:24][S:25](Cl)(=[O:27])=[O:26].C([O-])(O)=O.[Na+], predict the reaction product. The product is: [CH:1]1([CH:7]([O:16][S:25]([CH3:24])(=[O:27])=[O:26])[C:8]2[CH:9]=[CH:10][C:11]([C:12]#[N:13])=[CH:14][CH:15]=2)[CH2:2][CH2:3][CH2:4][CH2:5][CH2:6]1.